Dataset: Catalyst prediction with 721,799 reactions and 888 catalyst types from USPTO. Task: Predict which catalyst facilitates the given reaction. (1) Reactant: [Br:1][C:2]1[CH:3]=[C:4]([CH:29]=[CH:30][CH:31]=1)[CH2:5][NH:6][C:7]1[CH:8]=[C:9]([N:16]2[CH2:21][CH2:20][N:19](C(OC(C)(C)C)=O)[CH2:18][CH2:17]2)[CH:10]=[CH:11][C:12]=1[N+:13]([O-:15])=[O:14].[ClH:32]. Product: [ClH:32].[ClH:32].[Br:1][C:2]1[CH:3]=[C:4]([CH:29]=[CH:30][CH:31]=1)[CH2:5][NH:6][C:7]1[CH:8]=[C:9]([N:16]2[CH2:21][CH2:20][NH:19][CH2:18][CH2:17]2)[CH:10]=[CH:11][C:12]=1[N+:13]([O-:15])=[O:14]. The catalyst class is: 268. (2) Reactant: [Si]([O:8][CH2:9][C@@H:10]([N:28]([CH3:41])[C:29]([NH:31][CH2:32][C:33]1[CH:38]=[CH:37][CH:36]=[C:35]([F:39])[C:34]=1[Cl:40])=[O:30])[CH2:11][CH2:12][C:13]([N:15]1[CH2:20][CH2:19][N:18]([C:21]([O:23][C:24]([CH3:27])([CH3:26])[CH3:25])=[O:22])[CH2:17][CH2:16]1)=[O:14])(C(C)(C)C)(C)C.CCCC[N+](CCCC)(CCCC)CCCC.[F-]. Product: [Cl:40][C:34]1[C:35]([F:39])=[CH:36][CH:37]=[CH:38][C:33]=1[CH2:32][NH:31][C:29](=[O:30])[N:28]([C@H:10]([CH2:9][OH:8])[CH2:11][CH2:12][C:13]([N:15]1[CH2:20][CH2:19][N:18]([C:21]([O:23][C:24]([CH3:25])([CH3:26])[CH3:27])=[O:22])[CH2:17][CH2:16]1)=[O:14])[CH3:41]. The catalyst class is: 1. (3) Reactant: [Cl:1][C:2]1[O:3][C:4]2[CH:10]=[CH:9][C:8]([C:11]([CH2:30][CH3:31])=[C:12]([C:23]3[CH:28]=[CH:27][C:26]([OH:29])=[CH:25][CH:24]=3)[C:13]3[CH:18]=[CH:17][C:16]([O:19][CH2:20][CH2:21]Cl)=[CH:15][CH:14]=3)=[CH:7][C:5]=2[CH:6]=1.[CH2:32]([NH:34][CH2:35][CH3:36])[CH3:33]. Product: [Cl:1][C:2]1[O:3][C:4]2[CH:10]=[CH:9][C:8]([C:11]([CH2:30][CH3:31])=[C:12]([C:23]3[CH:28]=[CH:27][C:26]([OH:29])=[CH:25][CH:24]=3)[C:13]3[CH:14]=[CH:15][C:16]([O:19][CH2:20][CH2:21][N:34]([CH2:35][CH3:36])[CH2:32][CH3:33])=[CH:17][CH:18]=3)=[CH:7][C:5]=2[CH:6]=1. The catalyst class is: 5. (4) Reactant: FC(F)(F)C(O)=O.[Cl:8][C:9]1[CH:45]=[CH:44][C:12]([O:13][C:14]2[C:22]3[NH:21][C:20](=[O:23])[N:19]([CH3:24])[C:18]=3[CH:17]=[CH:16][C:15]=2[C:25]2[C:26]3[CH:35]=[CH:34][N:33](COCC[Si](C)(C)C)[C:27]=3[C:28](=[O:32])[N:29]([CH3:31])[CH:30]=2)=[CH:11][CH:10]=1.C(N)CN. Product: [Cl:8][C:9]1[CH:45]=[CH:44][C:12]([O:13][C:14]2[C:22]3[NH:21][C:20](=[O:23])[N:19]([CH3:24])[C:18]=3[CH:17]=[CH:16][C:15]=2[C:25]2[C:26]3[CH:35]=[CH:34][NH:33][C:27]=3[C:28](=[O:32])[N:29]([CH3:31])[CH:30]=2)=[CH:11][CH:10]=1. The catalyst class is: 61. (5) Product: [ClH:14].[F:1][C:2]1([F:13])[C:4]2([CH2:9][CH2:8][NH:7][CH2:6][CH2:5]2)[CH2:3]1. The catalyst class is: 269. Reactant: [F:1][C:2]1([F:13])[C:4]2([CH2:9][CH2:8][N:7](C(O)=O)[CH2:6][CH2:5]2)[CH2:3]1.[ClH:14].